From a dataset of Catalyst prediction with 721,799 reactions and 888 catalyst types from USPTO. Predict which catalyst facilitates the given reaction. (1) Product: [C:1]1([C:7]2[CH:8]=[C:9]3[C:13](=[C:14]([C:16]([NH2:18])=[O:17])[CH:15]=2)[NH:12][CH:11]=[C:10]3[CH:19]2[CH2:24][CH2:23][N:22]([S:39]([C:36]3[CH:37]=[CH:38][S:34][CH:35]=3)(=[O:41])=[O:40])[CH2:21][CH2:20]2)[CH:2]=[CH:3][CH:4]=[CH:5][CH:6]=1. Reactant: [C:1]1([C:7]2[CH:8]=[C:9]3[C:13](=[C:14]([C:16]([NH2:18])=[O:17])[CH:15]=2)[NH:12][CH:11]=[C:10]3[CH:19]2[CH2:24][CH2:23][NH:22][CH2:21][CH2:20]2)[CH:6]=[CH:5][CH:4]=[CH:3][CH:2]=1.C(N(C(C)C)CC)(C)C.[S:34]1[CH:38]=[CH:37][C:36]([S:39](Cl)(=[O:41])=[O:40])=[CH:35]1. The catalyst class is: 22. (2) Reactant: [NH4+].[Cl-].[CH:3]1([N:6]2[CH2:12][CH2:11][C:10]3[CH:13]=[C:14]([N+:17]([O-])=O)[CH:15]=[CH:16][C:9]=3[CH2:8][CH2:7]2)[CH2:5][CH2:4]1. The catalyst class is: 314. Product: [CH:3]1([N:6]2[CH2:12][CH2:11][C:10]3[CH:13]=[C:14]([NH2:17])[CH:15]=[CH:16][C:9]=3[CH2:8][CH2:7]2)[CH2:4][CH2:5]1. (3) Reactant: [Br:1][C:2]1[CH:7]=[CH:6][C:5]([C:8]2[O:9][C:10]([CH3:17])=[C:11]([CH2:13][C:14](O)=[O:15])[N:12]=2)=[CH:4][CH:3]=1. Product: [Br:1][C:2]1[CH:3]=[CH:4][C:5]([C:8]2[O:9][C:10]([CH3:17])=[C:11]([CH2:13][CH2:14][OH:15])[N:12]=2)=[CH:6][CH:7]=1. The catalyst class is: 1. (4) Reactant: [Li][CH2:2]CCC.[Br:6][C:7]1[CH:14]=[CH:13][C:10]([C:11]#[N:12])=[C:9]([F:15])[CH:8]=1.CI. Product: [Br:6][C:7]1[CH:14]=[CH:13][C:10]([C:11]#[N:12])=[C:9]([F:15])[C:8]=1[CH3:2]. The catalyst class is: 1. (5) Reactant: C([O:8][CH2:9][CH2:10][S:11][C:12]1[CH:17]=[CH:16][CH:15]=[CH:14][C:13]=1[C:18]([NH:21][C:22]1[C:23](=[O:42])[N:24]([C:28]2[CH:29]=[C:30]([CH:37]=[C:38]([F:41])[C:39]=2[CH3:40])[C:31]([NH:33][CH:34]2[CH2:36][CH2:35]2)=[O:32])[CH:25]=[CH:26][N:27]=1)([CH3:20])[CH3:19])C1C=CC=CC=1.B(Br)(Br)Br. Product: [CH:34]1([NH:33][C:31](=[O:32])[C:30]2[CH:29]=[C:28]([N:24]3[CH:25]=[CH:26][N:27]=[C:22]([NH:21][C:18]([C:13]4[CH:14]=[CH:15][CH:16]=[CH:17][C:12]=4[S:11][CH2:10][CH2:9][OH:8])([CH3:20])[CH3:19])[C:23]3=[O:42])[C:39]([CH3:40])=[C:38]([F:41])[CH:37]=2)[CH2:36][CH2:35]1. The catalyst class is: 2. (6) Reactant: [C:1]1([C:7]2[NH:8][CH:9]=[CH:10][N:11]=2)[CH:6]=[CH:5][CH:4]=[CH:3][CH:2]=1.[H-].[Na+].Cl[C:15]1[CH:20]=[CH:19][N:18]=[C:17]([S:21][CH3:22])[N:16]=1. Product: [CH3:22][S:21][C:17]1[N:18]=[C:19]([N:11]2[CH:10]=[CH:9][N:8]=[C:7]2[C:1]2[CH:2]=[CH:3][CH:4]=[CH:5][CH:6]=2)[CH:20]=[CH:15][N:16]=1. The catalyst class is: 3.